Dataset: Forward reaction prediction with 1.9M reactions from USPTO patents (1976-2016). Task: Predict the product of the given reaction. (1) Given the reactants [F:1][C:2]([F:17])([F:16])[C:3]1[CH:8]=[CH:7][CH:6]=[CH:5][C:4]=1/[CH:9]=[N:10]/[C@H:11]1[CH2:15][CH2:14][NH:13][CH2:12]1.[C:18](O[C:18]([O:20][C:21]([CH3:24])([CH3:23])[CH3:22])=[O:19])([O:20][C:21]([CH3:24])([CH3:23])[CH3:22])=[O:19], predict the reaction product. The product is: [F:17][C:2]([F:1])([F:16])[C:3]1[CH:8]=[CH:7][CH:6]=[CH:5][C:4]=1/[CH:9]=[N:10]/[C@H:11]1[CH2:15][CH2:14][N:13]([C:18]([O:20][C:21]([CH3:24])([CH3:23])[CH3:22])=[O:19])[CH2:12]1. (2) Given the reactants Cl.[C:2](Cl)(=[O:9])[C:3]1[CH:8]=[CH:7][CH:6]=[N:5][CH:4]=1.[F:11][C:12]1[C:17]([F:18])=[CH:16][N:15]=[C:14]2[NH:19][CH:20]=[C:21]([NH2:22])[C:13]=12, predict the reaction product. The product is: [F:11][C:12]1[C:17]([F:18])=[CH:16][N:15]=[C:14]2[NH:19][CH:20]=[C:21]([NH:22][C:2](=[O:9])[C:3]3[CH:8]=[CH:7][CH:6]=[N:5][CH:4]=3)[C:13]=12. (3) Given the reactants Br[C:2]1[C:3]([NH:14][C:15]2[C:24]3[C:19](=[CH:20][C:21]([F:26])=[CH:22][C:23]=3[F:25])[N:18]=[C:17]([C:27]3[CH:32]=[CH:31][CH:30]=[CH:29][N:28]=3)[C:16]=2[CH3:33])=[CH:4][C:5]([N:8]2[CH2:13][CH2:12][O:11][CH2:10][CH2:9]2)=[N:6][CH:7]=1.CC1(C)C(C)(C)OB([C:42]2[CH:47]=[CH:46][C:45]([NH:48][C:49]([NH2:51])=[O:50])=[CH:44][CH:43]=2)O1.C1(P(C2CCCCC2)C2CCCCC2)CCCCC1.[O-]P([O-])([O-])=O.[K+].[K+].[K+], predict the reaction product. The product is: [F:25][C:23]1[CH:22]=[C:21]([F:26])[CH:20]=[C:19]2[C:24]=1[C:15]([NH:14][C:3]1[CH:4]=[C:5]([N:8]3[CH2:13][CH2:12][O:11][CH2:10][CH2:9]3)[N:6]=[CH:7][C:2]=1[C:42]1[CH:47]=[CH:46][C:45]([NH:48][C:49]([NH2:51])=[O:50])=[CH:44][CH:43]=1)=[C:16]([CH3:33])[C:17]([C:27]1[CH:32]=[CH:31][CH:30]=[CH:29][N:28]=1)=[N:18]2. (4) Given the reactants [F:1][C:2]([F:22])([F:21])[O:3][C:4]1[CH:5]=[C:6]([C:10]2[C:11]3[O:18][C:17]([CH:19]=O)=[CH:16][C:12]=3[CH:13]=[N:14][CH:15]=2)[CH:7]=[CH:8][CH:9]=1.[CH3:23][C:24]1[CH2:28][C:27](=[O:29])[NH:26][N:25]=1.NCCC(O)=O, predict the reaction product. The product is: [CH3:23][C:24]1=[N:25][NH:26][C:27](=[O:29])/[C:28]/1=[CH:19]/[C:17]1[O:18][C:11]2[C:10]([C:6]3[CH:7]=[CH:8][CH:9]=[C:4]([O:3][C:2]([F:1])([F:21])[F:22])[CH:5]=3)=[CH:15][N:14]=[CH:13][C:12]=2[CH:16]=1. (5) Given the reactants [I:1][C:2]1[C:10]2[C:5](=[N:6][CH:7]=[N:8][C:9]=2[NH2:11])[NH:4][N:3]=1.C(=O)([O-])[O-].[Cs+].[Cs+].I[CH2:19][CH3:20].CCOC(C)=O, predict the reaction product. The product is: [CH2:19]([N:4]1[C:5]2=[N:6][CH:7]=[N:8][C:9]([NH2:11])=[C:10]2[C:2]([I:1])=[N:3]1)[CH3:20]. (6) The product is: [NH2:27][C:17]1[C:18]([NH:19][C@@H:20]2[CH2:25][CH2:24][CH2:23][C@@H:22]([OH:26])[CH2:21]2)=[C:13]2[CH:12]=[CH:11][N:10]([S:7]([C:1]3[CH:2]=[CH:3][CH:4]=[CH:5][CH:6]=3)(=[O:9])=[O:8])[C:14]2=[N:15][CH:16]=1. Given the reactants [C:1]1([S:7]([N:10]2[C:14]3=[N:15][CH:16]=[C:17]([N+:27]([O-])=O)[C:18]([NH:19][C@@H:20]4[CH2:25][CH2:24][CH2:23][C@@H:22]([OH:26])[CH2:21]4)=[C:13]3[CH:12]=[CH:11]2)(=[O:9])=[O:8])[CH:6]=[CH:5][CH:4]=[CH:3][CH:2]=1.[H][H], predict the reaction product. (7) Given the reactants [N+:1]([C:4]1[CH:9]=[CH:8][CH:7]=[CH:6][C:5]=1[S:10]([N:13]1[CH2:16][CH:15]([CH2:17]O)[CH2:14]1)(=[O:12])=[O:11])([O-:3])=[O:2].CCN(CC)CC.S(Cl)(C)(=O)=O.CCN(C(C)C)C(C)C.[CH3:40][C:41]1[C:42]([CH:47]2[CH:52]([CH3:53])[CH2:51][CH2:50][CH:49]([C:54]3[CH:59]=[CH:58][CH:57]=[CH:56][N:55]=3)[NH:48]2)=[N:43][CH:44]=[CH:45][CH:46]=1.C([O-])(O)=O.[Na+], predict the reaction product. The product is: [CH3:40][C:41]1[C:42]([CH:47]2[CH:52]([CH3:53])[CH2:51][CH2:50][CH:49]([C:54]3[CH:59]=[CH:58][CH:57]=[CH:56][N:55]=3)[N:48]2[CH2:17][CH:15]2[CH2:16][N:13]([S:10]([C:5]3[CH:6]=[CH:7][CH:8]=[CH:9][C:4]=3[N+:1]([O-:3])=[O:2])(=[O:12])=[O:11])[CH2:14]2)=[N:43][CH:44]=[CH:45][CH:46]=1.